This data is from Catalyst prediction with 721,799 reactions and 888 catalyst types from USPTO. The task is: Predict which catalyst facilitates the given reaction. (1) Reactant: [Cl:1][C:2]1[CH:7]=[CH:6][CH:5]=[CH:4][C:3]=1[CH2:8][C:9]#[N:10].Br[CH2:12][CH:13](Br)C.[H-].[Na+].O. Product: [Cl:1][C:2]1[CH:7]=[CH:6][CH:5]=[CH:4][C:3]=1[C:8]1([C:9]#[N:10])[CH2:13][CH2:12]1. The catalyst class is: 3. (2) Reactant: Br[C:2]1[C:3](=[O:32])[N:4]([CH2:24][CH2:25][C:26]2[CH:31]=[CH:30][CH:29]=[CH:28][CH:27]=2)[C:5]([C:9]2[CH:14]=[CH:13][CH:12]=[C:11]([F:15])[C:10]=2[O:16][CH2:17][C:18]2[CH:23]=[CH:22][CH:21]=[CH:20][CH:19]=2)=[N:6][C:7]=1[CH3:8].BrC1SC2CCCCC=2N=1.[CH3:43][Sn:44]([CH3:50])([CH3:49])[Sn:44]([CH3:50])([CH3:49])[CH3:43]. Product: [F:15][C:11]1[C:10]([O:16][CH2:17][C:18]2[CH:23]=[CH:22][CH:21]=[CH:20][CH:19]=2)=[C:9]([C:5]2[N:4]([CH2:24][CH2:25][C:26]3[CH:31]=[CH:30][CH:29]=[CH:28][CH:27]=3)[C:3](=[O:32])[C:2]([Sn:44]([CH3:50])([CH3:49])[CH3:43])=[C:7]([CH3:8])[N:6]=2)[CH:14]=[CH:13][CH:12]=1. The catalyst class is: 12. (3) Reactant: [CH2:1]([C:5]1[C:6]([C:29]2[CH:34]=[CH:33][C:32]([F:35])=[CH:31][CH:30]=2)=[C:7]([O:15][C:16]2[CH:21]=[CH:20][C:19](/[CH:22]=[CH:23]/[C:24]([O:26]CC)=[O:25])=[CH:18][CH:17]=2)[C:8]2[C:13]([CH:14]=1)=[CH:12][CH:11]=[CH:10][CH:9]=2)[CH2:2][CH2:3][CH3:4].[OH-].[Na+]. Product: [CH2:1]([C:5]1[C:6]([C:29]2[CH:34]=[CH:33][C:32]([F:35])=[CH:31][CH:30]=2)=[C:7]([O:15][C:16]2[CH:21]=[CH:20][C:19](/[CH:22]=[CH:23]/[C:24]([OH:26])=[O:25])=[CH:18][CH:17]=2)[C:8]2[C:13]([CH:14]=1)=[CH:12][CH:11]=[CH:10][CH:9]=2)[CH2:2][CH2:3][CH3:4]. The catalyst class is: 242. (4) Reactant: [C:1]1([C@H:7]([OH:16])[C@H:8]([C:10]2[CH:15]=[CH:14][CH:13]=[CH:12][CH:11]=2)[OH:9])[CH:6]=[CH:5][CH:4]=[CH:3][CH:2]=1.II.[CH3:19][Si:20]([CH3:27])([CH3:26])N[Si:20]([CH3:27])([CH3:26])[CH3:19]. Product: [CH3:19][Si:20]([CH3:27])([O:16][C@@H:7]([C:1]1[CH:2]=[CH:3][CH:4]=[CH:5][CH:6]=1)[C@H:8]([C:10]1[CH:15]=[CH:14][CH:13]=[CH:12][CH:11]=1)[O:9][Si:20]([CH3:27])([CH3:26])[CH3:19])[CH3:26]. The catalyst class is: 4. (5) Reactant: [O:1]1[C:5]2[CH:6]=[CH:7][C:8]([CH2:10][CH2:11][C:12]([NH:14][C:15]3[CH:24]=[CH:23][C:18]([C:19](OC)=[O:20])=[CH:17][CH:16]=3)=[O:13])=[CH:9][C:4]=2[O:3][CH2:2]1.O.[NH2:26][NH2:27]. Product: [O:1]1[C:5]2[CH:6]=[CH:7][C:8]([CH2:10][CH2:11][C:12]([NH:14][C:15]3[CH:24]=[CH:23][C:18]([C:19]([NH:26][NH2:27])=[O:20])=[CH:17][CH:16]=3)=[O:13])=[CH:9][C:4]=2[O:3][CH2:2]1. The catalyst class is: 14. (6) Reactant: [F:1][C:2]1[CH:7]=[CH:6][CH:5]=[C:4]([F:8])[C:3]=1[N:9]1[C:14]2[N:15]=[C:16]([N:29]3[CH2:34][CH2:33][CH:32]([N:35]4[CH2:40][CH2:39][CH:38]([CH3:41])[CH2:37][CH2:36]4)[CH2:31][CH2:30]3)[N:17]=[C:18]([C:19]3[CH:20]=[C:21]([CH:25]=[CH:26][C:27]=3[CH3:28])[C:22](O)=[O:23])[C:13]=2[CH:12]=[CH:11][C:10]1=[O:42].CN(C(ON1N=NC2C=CC=CC1=2)=[N+](C)C)C.F[P-](F)(F)(F)(F)F.C(N(CC)CC)C.[CH3:74][C:75]([CH3:79])([CH3:78])[CH2:76][NH2:77]. Product: [F:1][C:2]1[CH:7]=[CH:6][CH:5]=[C:4]([F:8])[C:3]=1[N:9]1[C:14]2[N:15]=[C:16]([N:29]3[CH2:30][CH2:31][CH:32]([N:35]4[CH2:36][CH2:37][CH:38]([CH3:41])[CH2:39][CH2:40]4)[CH2:33][CH2:34]3)[N:17]=[C:18]([C:19]3[CH:20]=[C:21]([CH:25]=[CH:26][C:27]=3[CH3:28])[C:22]([NH:77][CH2:76][C:75]([CH3:79])([CH3:78])[CH3:74])=[O:23])[C:13]=2[CH:12]=[CH:11][C:10]1=[O:42]. The catalyst class is: 3. (7) Reactant: [Cl:1][C:2]1[CH:3]=[C:4]2[C:9](=[CH:10][C:11]=1[C:12](O)=[O:13])[N:8]=[CH:7][N:6]=[C:5]2[NH:15][CH:16]([C:18]1[NH:22][C:21]2[CH:23]=[CH:24][C:25]([Cl:27])=[CH:26][C:20]=2[N:19]=1)[CH3:17].FC1C(OC(N(C)C)=[N+](C)C)=C(F)C(F)=C(F)C=1F.F[P-](F)(F)(F)(F)F.C(N(C(C)C)CC)(C)C.C(OC([NH:70][CH:71]1[CH2:75][CH2:74][NH:73][CH2:72]1)=O)(C)(C)C.FC(F)(F)C(O)=O. Product: [Cl:1][C:2]1[CH:3]=[C:4]2[C:9](=[CH:10][C:11]=1[C:12]([N:73]1[CH2:74][CH2:75][CH:71]([NH2:70])[CH2:72]1)=[O:13])[N:8]=[CH:7][N:6]=[C:5]2[NH:15][CH:16]([C:18]1[NH:22][C:21]2[CH:23]=[CH:24][C:25]([Cl:27])=[CH:26][C:20]=2[N:19]=1)[CH3:17]. The catalyst class is: 16. (8) Product: [CH:1]1([N:4]([CH2:39][C:40]2[CH:41]=[C:42]([O:51][CH2:63][CH2:64][O:65][CH2:66][C:67]([F:70])([F:69])[F:68])[CH:43]=[C:44]([CH2:46][CH2:47][CH2:48][O:49][CH3:50])[CH:45]=2)[C:5]([C@@H:7]2[C@@H:12]([C:13]3[CH:18]=[CH:17][C:16]([O:19][CH2:20][CH2:21][O:22][C:23]4[C:28]([Cl:29])=[CH:27][C:26]([CH3:30])=[CH:25][C:24]=4[Cl:31])=[CH:15][CH:14]=3)[CH2:11][CH2:10][NH:9][CH2:8]2)=[O:6])[CH2:3][CH2:2]1. Reactant: [CH:1]1([N:4]([CH2:39][C:40]2[CH:45]=[C:44]([CH2:46][CH2:47][CH2:48][O:49][CH3:50])[CH:43]=[C:42]([OH:51])[CH:41]=2)[C:5]([C@@H:7]2[C@@H:12]([C:13]3[CH:18]=[CH:17][C:16]([O:19][CH2:20][CH2:21][O:22][C:23]4[C:28]([Cl:29])=[CH:27][C:26]([CH3:30])=[CH:25][C:24]=4[Cl:31])=[CH:15][CH:14]=3)[CH2:11][CH2:10][N:9](C(OC(C)(C)C)=O)[CH2:8]2)=[O:6])[CH2:3][CH2:2]1.CC1C=CC(S(O[CH2:63][CH2:64][O:65][CH2:66][C:67]([F:70])([F:69])[F:68])(=O)=O)=CC=1.C(=O)([O-])[O-].[Cs+].[Cs+].[I-].[Na+]. The catalyst class is: 215. (9) Reactant: [C:1]([N:4]1[C:8]2[CH:9]=[CH:10][CH:11]=[CH:12][C:7]=2[N:6]([CH2:13][C:14]2[N:18]([CH2:19][CH2:20][CH:21]([CH3:23])[CH3:22])[C:17]3[CH:24]=[CH:25][C:26]([C:28]#[N:29])=[CH:27][C:16]=3[N:15]=2)[C:5]1=[O:30])([CH3:3])=[CH2:2].Cl.[NH2:32][OH:33].C([O-])([O-])=O.[K+].[K+]. Product: [OH:33][NH:32][C:28]([C:26]1[CH:25]=[CH:24][C:17]2[N:18]([CH2:19][CH2:20][CH:21]([CH3:22])[CH3:23])[C:14]([CH2:13][N:6]3[C:7]4[CH:12]=[CH:11][CH:10]=[CH:9][C:8]=4[N:4]([C:1]([CH3:3])=[CH2:2])[C:5]3=[O:30])=[N:15][C:16]=2[CH:27]=1)=[NH:29]. The catalyst class is: 14.